From a dataset of Full USPTO retrosynthesis dataset with 1.9M reactions from patents (1976-2016). Predict the reactants needed to synthesize the given product. (1) Given the product [F:36][C:11]1([C:14]2[CH:35]=[CH:34][C:17]3[C:18]4[N:19]=[C:20]([C:26]5[N:27]([CH:31]([CH3:33])[CH3:32])[N:28]=[CH:29][N:30]=5)[S:21][C:22]=4[CH2:23][CH2:24][O:25][C:16]=3[CH:15]=2)[CH2:12][CH2:13][N:8]([CH2:53][C:54]([N:56]([CH3:58])[CH3:57])=[O:55])[CH2:9][CH2:10]1, predict the reactants needed to synthesize it. The reactants are: C(OC([N:8]1[CH2:13][CH2:12][C:11]([F:36])([C:14]2[CH:35]=[CH:34][C:17]3[C:18]4[N:19]=[C:20]([C:26]5[N:27]([CH:31]([CH3:33])[CH3:32])[N:28]=[CH:29][N:30]=5)[S:21][C:22]=4[CH2:23][CH2:24][O:25][C:16]=3[CH:15]=2)[CH2:10][CH2:9]1)=O)(C)(C)C.C(O)(C(F)(F)F)=O.C(N(CC)CC)C.[I-].Cl[CH2:53][C:54]([N:56]([CH3:58])[CH3:57])=[O:55]. (2) Given the product [CH3:35][C@H:36]([CH2:40][CH:41]=[CH2:42])[C:37]([O:1][CH2:2][C@H:3]([NH:10][C:11](=[O:34])[C@H:12]([NH:16][C:17]([O:18][CH2:19][CH:20]1[C:32]2[CH:31]=[CH:30][CH:29]=[CH:28][C:27]=2[C:26]2[C:21]1=[CH:22][CH:23]=[CH:24][CH:25]=2)=[O:33])[CH2:13][CH:14]=[CH2:15])[C:4]1[CH:9]=[CH:8][CH:7]=[CH:6][CH:5]=1)=[O:38], predict the reactants needed to synthesize it. The reactants are: [OH:1][CH2:2][C@H:3]([NH:10][C:11](=[O:34])[C@H:12]([NH:16][C:17](=[O:33])[O:18][CH2:19][CH:20]1[C:32]2[CH:31]=[CH:30][CH:29]=[CH:28][C:27]=2[C:26]2[C:21]1=[CH:22][CH:23]=[CH:24][CH:25]=2)[CH2:13][CH:14]=[CH2:15])[C:4]1[CH:9]=[CH:8][CH:7]=[CH:6][CH:5]=1.[CH3:35][C@H:36]([CH2:40][CH:41]=[CH2:42])[C:37](O)=[O:38]. (3) Given the product [I-:13].[CH2:1]([N:3]([C:4]([NH+:6]1[CH:10]=[CH:9][N:8]([CH3:12])[CH2:7]1)=[O:5])[CH3:11])[CH3:2], predict the reactants needed to synthesize it. The reactants are: [CH2:1]([N:3]([CH3:11])[C:4]([N:6]1[CH:10]=[CH:9][N:8]=[CH:7]1)=[O:5])[CH3:2].[CH3:12][I:13]. (4) Given the product [Br:1][C:2]1[C:3]([CH3:14])=[C:4]([CH:8]([O:13][C:16]2[CH:28]=[CH:27][C:19]([O:20][CH2:21][C:22]([O:24][CH2:25][CH3:26])=[O:23])=[C:18]([CH3:29])[CH:17]=2)[CH2:9][CH2:10][CH2:11][CH3:12])[CH:5]=[CH:6][CH:7]=1, predict the reactants needed to synthesize it. The reactants are: [Br:1][C:2]1[C:3]([CH3:14])=[C:4]([CH:8]([OH:13])[CH2:9][CH2:10][CH2:11][CH3:12])[CH:5]=[CH:6][CH:7]=1.O[C:16]1[CH:28]=[CH:27][C:19]([O:20][CH2:21][C:22]([O:24][CH2:25][CH3:26])=[O:23])=[C:18]([CH3:29])[CH:17]=1.C1CCN(C(N=NC(N2CCCCC2)=O)=O)CC1.C(P(CCCC)CCCC)CCC. (5) Given the product [CH2:30]([N:3]([CH2:1][CH3:2])[CH2:4][CH2:5][N:6]([CH2:24][CH:25]=[O:26])[C:7](=[O:23])[CH2:8][CH2:9][O:10][CH2:11][CH2:12][C:13]1[CH:22]=[CH:21][C:20]2[C:15](=[CH:16][CH:17]=[CH:18][CH:19]=2)[CH:14]=1)[CH3:31], predict the reactants needed to synthesize it. The reactants are: [CH2:1]([N:3]([CH2:30][CH3:31])[CH2:4][CH2:5][N:6]([CH2:24][CH:25](OC)[O:26]C)[C:7](=[O:23])[CH2:8][CH2:9][O:10][CH2:11][CH2:12][C:13]1[CH:22]=[CH:21][C:20]2[C:15](=[CH:16][CH:17]=[CH:18][CH:19]=2)[CH:14]=1)[CH3:2].C(=O)(O)[O-].[Na+]. (6) Given the product [F:15][C:16]1[CH:21]=[CH:20][C:19]([C:2]2[N:6]3[N:7]=[CH:8][C:9]([C:11]([F:14])([F:13])[F:12])=[N:10][C:5]3=[N:4][CH:3]=2)=[CH:18][C:17]=1[N:25]1[CH:29]=[N:28][CH:27]=[N:26]1, predict the reactants needed to synthesize it. The reactants are: Br[C:2]1[N:6]2[N:7]=[CH:8][C:9]([C:11]([F:14])([F:13])[F:12])=[N:10][C:5]2=[N:4][CH:3]=1.[F:15][C:16]1[CH:21]=[CH:20][C:19](B(O)O)=[CH:18][C:17]=1[N:25]1[CH:29]=[N:28][CH:27]=[N:26]1.